The task is: Predict the reaction yield, written as a fraction of the theoretical maximum amount of product (1.0 means a 100% yield; for example, 0.34 means a 34% yield).. This data is from Reaction yield outcomes from USPTO patents with 853,638 reactions. (1) The reactants are C([O-])([O-])=O.[Cs+].[Cs+].F[C:8]1[CH:23]=[C:22]([C:24]([F:27])([F:26])[F:25])[CH:21]=[CH:20][C:9]=1[C:10]([NH:12][C:13]1[CH:18]=[CH:17][NH:16][C:15](=[O:19])[CH:14]=1)=[O:11].[F:28][C:29]([F:39])([F:38])[O:30][C:31]1[CH:36]=[CH:35][C:34]([OH:37])=[CH:33][CH:32]=1. The catalyst is CN(C=O)C. The product is [O:19]=[C:15]1[CH:14]=[C:13]([NH:12][C:10](=[O:11])[C:9]2[CH:20]=[CH:21][C:22]([C:24]([F:27])([F:26])[F:25])=[CH:23][C:8]=2[O:37][C:34]2[CH:35]=[CH:36][C:31]([O:30][C:29]([F:28])([F:38])[F:39])=[CH:32][CH:33]=2)[CH:18]=[CH:17][NH:16]1. The yield is 0.280. (2) The reactants are Br[C:2]1[CH:3]=[CH:4][C:5]([C:8]2[CH:13]=[CH:12][C:11]([O:14][CH2:15][C:16]3[CH:21]=[CH:20][CH:19]=[CH:18][CH:17]=3)=[C:10]([F:22])[CH:9]=2)=[N:6][CH:7]=1.[Na+].[CH3:24][S:25]([O-:27])=[O:26].[OH-].[Na+].O. The catalyst is CS(C)=O. The product is [F:22][C:10]1[CH:9]=[C:8]([C:5]2[CH:4]=[CH:3][C:2]([S:25]([CH3:24])(=[O:27])=[O:26])=[CH:7][N:6]=2)[CH:13]=[CH:12][C:11]=1[O:14][CH2:15][C:16]1[CH:21]=[CH:20][CH:19]=[CH:18][CH:17]=1. The yield is 0.340. (3) The reactants are Cl.[NH2:2][C:3](=[NH:10])[CH2:4][C:5]([O:7][CH2:8][CH3:9])=[O:6].[O-]CC.[Na+].Br[CH2:16][C:17]([C:19]1[CH:28]=[CH:27][CH:26]=[C:25]2[C:20]=1[N:21]=[C:22]([F:30])[C:23]([CH3:29])=[N:24]2)=O. The catalyst is CCO. The product is [NH2:10][C:3]1[NH:2][C:17]([C:19]2[CH:28]=[CH:27][CH:26]=[C:25]3[C:20]=2[N:21]=[C:22]([F:30])[C:23]([CH3:29])=[N:24]3)=[CH:16][C:4]=1[C:5]([O:7][CH2:8][CH3:9])=[O:6]. The yield is 0.520. (4) The reactants are C(OC([N:11]1[CH2:16][CH2:15][CH:14]([C:17]([NH:19][C:20]2[S:21][C:22]([N:30]3[CH2:35][CH2:34][O:33][CH2:32][CH2:31]3)=[C:23]([C:25]3[O:26][CH:27]=[CH:28][CH:29]=3)[N:24]=2)=[O:18])[CH2:13][CH2:12]1)=O)C1C=CC=CC=1.CSC.N. The catalyst is ClCCl. The product is [O:26]1[CH:27]=[CH:28][CH:29]=[C:25]1[C:23]1[N:24]=[C:20]([NH:19][C:17]([CH:14]2[CH2:15][CH2:16][NH:11][CH2:12][CH2:13]2)=[O:18])[S:21][C:22]=1[N:30]1[CH2:35][CH2:34][O:33][CH2:32][CH2:31]1. The yield is 0.380. (5) The reactants are [S:1]1[C:5]([C:6]2[C:7]3[CH:14]=[CH:13][N:12]([CH2:15][O:16][CH2:17][CH2:18][Si:19]([CH3:22])([CH3:21])[CH3:20])[C:8]=3[N:9]=[CH:10][N:11]=2)=[CH:4][N:3]=[CH:2]1.C([Li])CCC.CON(C)[C:31](=[O:43])[CH2:32][O:33][CH2:34][C:35]1[CH:40]=[CH:39][C:38]([O:41][CH3:42])=[CH:37][CH:36]=1. The catalyst is C1COCC1.CCCCCC. The product is [CH3:42][O:41][C:38]1[CH:39]=[CH:40][C:35]([CH2:34][O:33][CH2:32][C:31]([C:2]2[S:1][C:5]([C:6]3[C:7]4[CH:14]=[CH:13][N:12]([CH2:15][O:16][CH2:17][CH2:18][Si:19]([CH3:22])([CH3:21])[CH3:20])[C:8]=4[N:9]=[CH:10][N:11]=3)=[CH:4][N:3]=2)=[O:43])=[CH:36][CH:37]=1. The yield is 0.660. (6) The reactants are [N+:1]([C:4]1[CH:5]=[C:6]2[C:10](=[CH:11][CH:12]=1)[NH:9][C:8](=[O:13])[CH2:7]2)([O-])=O. The catalyst is CO.[Pd]. The product is [NH2:1][C:4]1[CH:5]=[C:6]2[C:10](=[CH:11][CH:12]=1)[NH:9][C:8](=[O:13])[CH2:7]2. The yield is 0.600. (7) The yield is 0.880. The reactants are [Br:1][C:2]1[CH:3]=[C:4]2[C:9](=[CH:10][CH:11]=1)[C:8](=O)[CH2:7][CH2:6][CH2:5]2.[CH2:13]([SH:16])[CH2:14][SH:15].[OH-].[Na+]. The product is [Br:1][C:2]1[CH:3]=[C:4]2[C:9](=[CH:10][CH:11]=1)[C:8]1([S:16][CH2:13][CH2:14][S:15]1)[CH2:7][CH2:6][CH2:5]2. The catalyst is ClCCl.